From a dataset of Peptide-MHC class I binding affinity with 185,985 pairs from IEDB/IMGT. Regression. Given a peptide amino acid sequence and an MHC pseudo amino acid sequence, predict their binding affinity value. This is MHC class I binding data. (1) The peptide sequence is SENDWFSCM. The MHC is HLA-B44:03 with pseudo-sequence HLA-B44:03. The binding affinity (normalized) is 0.713. (2) The peptide sequence is FEYGGFPPA. The MHC is HLA-B45:06 with pseudo-sequence HLA-B45:06. The binding affinity (normalized) is 0.230.